This data is from Reaction yield outcomes from USPTO patents with 853,638 reactions. The task is: Predict the reaction yield, written as a fraction of the theoretical maximum amount of product (1.0 means a 100% yield; for example, 0.34 means a 34% yield). (1) The reactants are [CH3:1][N:2]([C@@H:4]1[C:22](=[O:23])[C:21]([C:24]([NH2:26])=[O:25])=[C:20]([OH:27])[C@:19]2([OH:28])[C@H:5]1[CH2:6][C@H:7]1[C:16]([C:17]2=[O:18])=[C:15]([OH:29])[C:14]2[C:9](=[C:10](I)[CH:11]=[CH:12][C:13]=2[OH:30])[CH2:8]1)[CH3:3]. The catalyst is CC([O-])=O.CC([O-])=O.[Pd+2].CO. The product is [CH3:1][N:2]([C@@H:4]1[C:22](=[O:23])[C:21]([C:24]([NH2:26])=[O:25])=[C:20]([OH:27])[C@:19]2([OH:28])[C@H:5]1[CH2:6][C@H:7]1[C:16]([C:17]2=[O:18])=[C:15]([OH:29])[C:14]2[C:9](=[C:10]([C:4]3[CH:22]=[CH:21][CH:20]=[CH:19][CH:5]=3)[CH:11]=[CH:12][C:13]=2[OH:30])[CH2:8]1)[CH3:3]. The yield is 0.420. (2) The catalyst is [Br-].C[P+](C1C=CC=CC=1)(C1C=CC=CC=1)C1C=CC=CC=1.C1OCCOCCOCCOCCOCCOC1.C1COCC1. The product is [CH2:7]([O:14][C:15]1[CH:16]=[CH:17][C:18]([Br:23])=[C:19]([CH:20]=[CH2:1])[CH:22]=1)[C:8]1[CH:13]=[CH:12][CH:11]=[CH:10][CH:9]=1. The reactants are [CH3:1]C(C)([O-])C.[K+].[CH2:7]([O:14][C:15]1[CH:16]=[CH:17][C:18]([Br:23])=[C:19]([CH:22]=1)[CH:20]=O)[C:8]1[CH:13]=[CH:12][CH:11]=[CH:10][CH:9]=1. The yield is 0.860. (3) The reactants are [CH2:1]([C:8]1[N:9]=[C:10]2[C:15]([C:16]([F:19])([F:18])[F:17])=[CH:14][CH:13]=[CH:12][N:11]2[C:20]=1[C:21]1[CH:22]=[C:23]([OH:27])[CH:24]=[CH:25][CH:26]=1)[C:2]1[CH:7]=[CH:6][CH:5]=[CH:4][CH:3]=1.Br[C:29]1[CH:34]=[CH:33][CH:32]=[C:31]([S:35]([CH:38]([CH3:40])[CH3:39])(=[O:37])=[O:36])[CH:30]=1.C(=O)([O-])[O-].[Cs+].[Cs+].Cl.CN(C)CC(O)=O. The catalyst is O1CCOCC1.O.[Cu]I. The product is [CH2:1]([C:8]1[N:9]=[C:10]2[C:15]([C:16]([F:19])([F:18])[F:17])=[CH:14][CH:13]=[CH:12][N:11]2[C:20]=1[C:21]1[CH:26]=[CH:25][CH:24]=[C:23]([O:27][C:33]2[CH:34]=[CH:29][CH:30]=[C:31]([S:35]([CH:38]([CH3:40])[CH3:39])(=[O:36])=[O:37])[CH:32]=2)[CH:22]=1)[C:2]1[CH:7]=[CH:6][CH:5]=[CH:4][CH:3]=1. The yield is 0.230.